Dataset: Full USPTO retrosynthesis dataset with 1.9M reactions from patents (1976-2016). Task: Predict the reactants needed to synthesize the given product. Given the product [CH2:16]([NH:23][C:24]([C:26]1[O:27][C:28]([N:12]2[CH:13]=[CH:14][C:9]([O:8][CH2:1][C:2]3[CH:3]=[CH:4][CH:5]=[CH:6][CH:7]=3)=[CH:10][C:11]2=[O:15])=[CH:29][C:30]=1[CH3:31])=[O:25])[C:17]1[CH:18]=[CH:19][CH:20]=[CH:21][CH:22]=1, predict the reactants needed to synthesize it. The reactants are: [CH2:1]([O:8][C:9]1[CH:14]=[CH:13][NH:12][C:11](=[O:15])[CH:10]=1)[C:2]1[CH:7]=[CH:6][CH:5]=[CH:4][CH:3]=1.[CH2:16]([NH:23][C:24]([C:26]1[O:27][C:28](Br)=[CH:29][C:30]=1[CH3:31])=[O:25])[C:17]1[CH:22]=[CH:21][CH:20]=[CH:19][CH:18]=1.